Predict the product of the given reaction. From a dataset of Forward reaction prediction with 1.9M reactions from USPTO patents (1976-2016). (1) Given the reactants [F:1][C:2]1[CH:10]=[CH:9][C:5]([C:6]([OH:8])=[O:7])=[CH:4][CH:3]=1.O=S(Cl)Cl.[CH2:15](O)[CH3:16], predict the reaction product. The product is: [F:1][C:2]1[CH:10]=[CH:9][C:5]([C:6]([O:8][CH2:15][CH3:16])=[O:7])=[CH:4][CH:3]=1. (2) Given the reactants [N:1]1([C:8]2[C:9]([C:22]3[CH:32]=[CH:31][C:25]4[O:26][C:27]([F:30])([F:29])[O:28][C:24]=4[CH:23]=3)=[N:10][C:11]3[C:16]([N:17]=2)=[CH:15][C:14]([C:18]([O:20]C)=[O:19])=[CH:13][CH:12]=3)[CH2:7][CH2:6][CH2:5][CH2:4][CH2:3][CH2:2]1.[OH-].[Na+], predict the reaction product. The product is: [N:1]1([C:8]2[C:9]([C:22]3[CH:32]=[CH:31][C:25]4[O:26][C:27]([F:30])([F:29])[O:28][C:24]=4[CH:23]=3)=[N:10][C:11]3[C:16]([N:17]=2)=[CH:15][C:14]([C:18]([OH:20])=[O:19])=[CH:13][CH:12]=3)[CH2:7][CH2:6][CH2:5][CH2:4][CH2:3][CH2:2]1. (3) Given the reactants C([O:3][C:4](=[O:14])[CH2:5][C:6]1([C:12]#[N:13])[CH2:11][CH2:10][CH2:9][CH2:8][CH2:7]1)C.[OH-].[Na+], predict the reaction product. The product is: [C:12]([C:6]1([CH2:5][C:4]([OH:14])=[O:3])[CH2:11][CH2:10][CH2:9][CH2:8][CH2:7]1)#[N:13]. (4) Given the reactants [CH3:1][O:2][CH2:3][CH2:4][NH:5][C:6]1[CH:7]=[C:8]([C:12]2[C:20]3[C:15](=[CH:16][CH:17]=[C:18]([C:21]([NH2:23])=[O:22])[CH:19]=3)[N:14](C3CCCCO3)[N:13]=2)[CH:9]=[CH:10][CH:11]=1, predict the reaction product. The product is: [CH3:1][O:2][CH2:3][CH2:4][NH:5][C:6]1[CH:7]=[C:8]([C:12]2[C:20]3[C:15](=[CH:16][CH:17]=[C:18]([C:21]([NH2:23])=[O:22])[CH:19]=3)[NH:14][N:13]=2)[CH:9]=[CH:10][CH:11]=1. (5) Given the reactants [CH3:1][C:2]1([CH3:35])[C:6]([CH3:8])([CH3:7])[O:5][B:4]([C:9]2[CH:10]=[C:11]3[C:32](=[CH:33][CH:34]=2)[C:15]2[NH:16][C:17]([C@@H:19]4[CH2:24][C@@H:23]5[C@@H:21]([CH2:22]5)[N:20]4[C:25]([O:27]C(C)(C)C)=O)=[N:18][C:14]=2[CH:13]=[CH:12]3)[O:3]1.Cl.[CH3:37][O:38][C:39]([NH:41][C@@H:42]([CH:46]([CH3:48])[CH3:47])C(O)=O)=[O:40].CN(C(ON1N=NC2C=CC=NC1=2)=[N+](C)C)C.F[P-](F)(F)(F)(F)F.CCN(C(C)C)C(C)C, predict the reaction product. The product is: [CH3:47][CH:46]([CH3:48])[C@H:42]([NH:41][C:39](=[O:40])[O:38][CH3:37])[C:25](=[O:27])[N:20]1[C@H:19]([C:17]2[NH:16][C:15]3[C:32]4[C:11]([CH:12]=[CH:13][C:14]=3[N:18]=2)=[CH:10][C:9]([B:4]2[O:3][C:2]([CH3:1])([CH3:35])[C:6]([CH3:7])([CH3:8])[O:5]2)=[CH:34][CH:33]=4)[CH2:24][C@@H:23]2[C@H:21]1[CH2:22]2. (6) The product is: [C:1]([NH:9][C:10]1[CH:15]=[CH:14][N:13]([CH:16]2[O:20][CH:19]([CH:21]=[CH:22][P:23]([OH:29])([OH:25])=[O:24])[CH:18]([O:33][C:34](=[O:41])[C:35]3[CH:36]=[CH:37][CH:38]=[CH:39][CH:40]=3)[CH:17]2[O:42][CH3:43])[C:12](=[O:44])[N:11]=1)(=[O:8])[C:2]1[CH:3]=[CH:4][CH:5]=[CH:6][CH:7]=1. Given the reactants [C:1]([NH:9][C:10]1[CH:15]=[CH:14][N:13]([CH:16]2[O:20][CH:19]([CH:21]=[CH:22][P:23]([O:29]C(C)C)([O:25]C(C)C)=[O:24])[CH:18]([O:33][C:34](=[O:41])[C:35]3[CH:40]=[CH:39][CH:38]=[CH:37][CH:36]=3)[CH:17]2[O:42][CH3:43])[C:12](=[O:44])[N:11]=1)(=[O:8])[C:2]1[CH:7]=[CH:6][CH:5]=[CH:4][CH:3]=1.C(NC1NC(=O)C2N=CN(C3OC(C=CP(O)(O)=O)C(OC(=O)C4C=CC=CC=4)C3OC)C=2N=1)(=O)C(C)C, predict the reaction product. (7) Given the reactants [CH3:1][C:2]1[CH:3]=[C:4]([CH2:24][CH:25]2[CH2:30][CH2:29][NH:28][CH2:27][CH2:26]2)[CH:5]=[C:6]2[C:10]=1[C:9](=[O:11])[N:8]([CH2:12][C:13]1[CH:18]=[CH:17][C:16]([O:19][C:20]([F:23])([F:22])[F:21])=[CH:15][CH:14]=1)[CH2:7]2.[C:31](O)(=O)C.C=O.C([BH3-])#N.[Na+], predict the reaction product. The product is: [CH3:1][C:2]1[CH:3]=[C:4]([CH2:24][CH:25]2[CH2:26][CH2:27][N:28]([CH3:31])[CH2:29][CH2:30]2)[CH:5]=[C:6]2[C:10]=1[C:9](=[O:11])[N:8]([CH2:12][C:13]1[CH:18]=[CH:17][C:16]([O:19][C:20]([F:22])([F:23])[F:21])=[CH:15][CH:14]=1)[CH2:7]2. (8) Given the reactants O[C:2]1[CH2:7][CH2:6][C:5]([CH3:9])([CH3:8])[CH2:4][C:3]=1[C:10]([O-])=O.[ClH:13].[N:14]1[CH:19]=[CH:18][CH:17]=[CH:16][C:15]=1[C:20](=[NH:22])[NH2:21], predict the reaction product. The product is: [Cl:13][C:10]1[C:3]2[CH2:4][C:5]([CH3:9])([CH3:8])[CH2:6][CH2:7][C:2]=2[N:21]=[C:20]([C:15]2[CH:16]=[CH:17][CH:18]=[CH:19][N:14]=2)[N:22]=1. (9) Given the reactants FC1C=C(CN)C=NC=1.[CH3:10][N:11]1[CH:15]=[CH:14][C:13]([CH2:16][NH2:17])=[N:12]1.[CH2:18]([N:22]1[CH2:26][CH2:25][N:24]([C:27]2[S:28][C:29]([C:33](O)=[O:34])=[C:30]([CH3:32])[N:31]=2)[C:23]1=[O:36])[CH:19]([CH3:21])[CH3:20], predict the reaction product. The product is: [CH2:18]([N:22]1[CH2:26][CH2:25][N:24]([C:27]2[S:28][C:29]([C:33]([NH:17][CH2:16][C:13]3[CH:14]=[CH:15][N:11]([CH3:10])[N:12]=3)=[O:34])=[C:30]([CH3:32])[N:31]=2)[C:23]1=[O:36])[CH:19]([CH3:21])[CH3:20].